From a dataset of Catalyst prediction with 721,799 reactions and 888 catalyst types from USPTO. Predict which catalyst facilitates the given reaction. (1) Reactant: Br.[F:2][CH:3]([F:20])[O:4][C:5]1[N:9]([CH3:10])[N:8]=[C:7]([C:11]([F:14])([F:13])[F:12])[C:6]=1[CH2:15][S:16][C:17](=N)[NH2:18].[OH-].[Na+].O.ClC1[CH2:29][C:28]([CH3:31])([CH3:30])[O:27]N=1. Product: [F:2][CH:3]([F:20])[O:4][C:5]1[N:9]([CH3:10])[N:8]=[C:7]([C:11]([F:14])([F:13])[F:12])[C:6]=1[CH2:15][S:16][C:17]1[CH2:29][C:28]([CH3:31])([CH3:30])[O:27][N:18]=1. The catalyst class is: 8. (2) Reactant: O.C1(C)C=CC(S(O)(=O)=O)=CC=1.[Cl:13][C:14]1[N:19]=[C:18]([N:20]([C:28]([O:30][C:31]([CH3:34])([CH3:33])[CH3:32])=[O:29])[C:21]([O:23][C:24]([CH3:27])([CH3:26])[CH3:25])=[O:22])[N:17]=[C:16]2[N:35]([CH2:46][C:47]3[C:52]([CH3:53])=[C:51]([O:54][CH3:55])[C:50]([CH3:56])=[CH:49][N:48]=3)[N:36]=[C:37]([CH2:38][CH:39]3[CH2:43][O:42]C(C)(C)[O:40]3)[C:15]=12. Product: [Cl:13][C:14]1[N:19]=[C:18]([N:20]([C:28]([O:30][C:31]([CH3:34])([CH3:33])[CH3:32])=[O:29])[C:21]([O:23][C:24]([CH3:25])([CH3:27])[CH3:26])=[O:22])[N:17]=[C:16]2[N:35]([CH2:46][C:47]3[C:52]([CH3:53])=[C:51]([O:54][CH3:55])[C:50]([CH3:56])=[CH:49][N:48]=3)[N:36]=[C:37]([CH2:38][CH:39]([OH:40])[CH2:43][OH:42])[C:15]=12. The catalyst class is: 430. (3) Reactant: FC(F)(F)C([NH:5][CH2:6][CH2:7][N:8]1[CH2:13][CH2:12][N:11]([C:14]2[C:23]3[C:18](=[CH:19][CH:20]=[C:21]([O:24][CH3:25])[CH:22]=3)[N:17]=[CH:16][CH:15]=2)[CH2:10][CH2:9]1)=O.C([O-])([O-])=O.[K+].[K+].O. Product: [CH3:25][O:24][C:21]1[CH:22]=[C:23]2[C:18](=[CH:19][CH:20]=1)[N:17]=[CH:16][CH:15]=[C:14]2[N:11]1[CH2:10][CH2:9][N:8]([CH2:7][CH2:6][NH2:5])[CH2:13][CH2:12]1. The catalyst class is: 5. (4) Reactant: C[O:2][C:3]1[CH:25]=[CH:24][C:6]([C:7]([Ge:9]([C:14](=[O:23])[C:15]2[CH:20]=[CH:19][C:18]([O:21]C)=[CH:17][CH:16]=2)([CH2:12][CH3:13])[CH2:10][CH3:11])=[O:8])=[CH:5][CH:4]=1.[Cl-].[Al+3].[Cl-].[Cl-].O. Product: [OH:21][C:18]1[CH:17]=[CH:16][C:15]([C:14]([Ge:9]([C:7](=[O:8])[C:6]2[CH:5]=[CH:4][C:3]([OH:2])=[CH:25][CH:24]=2)([CH2:10][CH3:11])[CH2:12][CH3:13])=[O:23])=[CH:20][CH:19]=1. The catalyst class is: 11. (5) Product: [CH2:1]([N:3]1[C:12]2[C:7](=[CH:8][CH:9]=[C:10]([O:23][CH2:24][C:25]3[CH:26]=[CH:27][C:28]([O:31][CH3:32])=[CH:29][CH:30]=3)[C:11]=2[O:13][CH2:14][C:15]2[CH:20]=[CH:19][C:18]([O:21][CH3:22])=[CH:17][CH:16]=2)[C:6](=[O:33])[C:5]([CH2:34][N:36]2[CH2:40][CH2:39][CH2:38][CH2:37]2)=[CH:4]1)[CH3:2]. The catalyst class is: 4. Reactant: [CH2:1]([N:3]1[C:12]2[C:7](=[CH:8][CH:9]=[C:10]([O:23][CH2:24][C:25]3[CH:30]=[CH:29][C:28]([O:31][CH3:32])=[CH:27][CH:26]=3)[C:11]=2[O:13][CH2:14][C:15]2[CH:20]=[CH:19][C:18]([O:21][CH3:22])=[CH:17][CH:16]=2)[C:6](=[O:33])[C:5]([CH:34]=O)=[CH:4]1)[CH3:2].[NH:36]1[CH2:40][CH2:39][CH2:38][CH2:37]1.C(O[BH-](OC(=O)C)OC(=O)C)(=O)C.[Na+].CC(O)=O. (6) Reactant: [CH2:1]([S:3][C:4]1[N:5]=[CH:6][C:7]2[CH:13]=[C:12]([C:14]3[CH:19]=[CH:18][CH:17]=[CH:16][CH:15]=3)[C:11]([C:20]3[CH:27]=[CH:26][C:23]([CH:24]=[O:25])=[CH:22][CH:21]=3)=[N:10][C:8]=2[N:9]=1)[CH3:2].ClC1C=C(C=CC=1)C(OO)=[O:33]. Product: [CH2:1]([S:3]([C:4]1[N:5]=[CH:6][C:7]2[CH:13]=[C:12]([C:14]3[CH:15]=[CH:16][CH:17]=[CH:18][CH:19]=3)[C:11]([C:20]3[CH:21]=[CH:22][C:23]([CH:24]=[O:25])=[CH:26][CH:27]=3)=[N:10][C:8]=2[N:9]=1)=[O:33])[CH3:2]. The catalyst class is: 2. (7) Reactant: [Br:1][C:2]1[CH:3]=[C:4]([CH:8]=[C:9]([N+:11]([O-:13])=[O:12])[CH:10]=1)[C:5]([OH:7])=[O:6].[C:14](=O)([O-])[O-].[K+].[K+].CI. Product: [Br:1][C:2]1[CH:3]=[C:4]([CH:8]=[C:9]([N+:11]([O-:13])=[O:12])[CH:10]=1)[C:5]([O:7][CH3:14])=[O:6]. The catalyst class is: 3. (8) Reactant: [NH2:1][CH2:2][CH:3]([OH:7])/[CH:4]=[CH:5]/[CH3:6].C(N(C(C)C)CC)(C)C.[CH3:17][O:18][C:19](Cl)=[O:20].O. Product: [CH3:17][O:18][C:19](=[O:20])[NH:1][CH2:2][CH:3]([OH:7])/[CH:4]=[CH:5]/[CH3:6]. The catalyst class is: 4. (9) Reactant: C(N(CC)C(C)C)(C)C.[CH3:10][C:11]1([CH3:36])[O:24][C:14]2([CH2:25][NH:26][C:27]([CH:29]3[CH2:34][CH2:33][CH:32]([NH2:35])[CH2:31][CH2:30]3)=[O:28])[O:15][CH2:16][CH:17]3[O:21][C:20]([CH3:23])([CH3:22])[O:19][CH:18]3[CH:13]2[O:12]1.Cl[CH2:38][C:39]([N:41]1[CH2:45][CH2:44][CH2:43][C@H:42]1[C:46]#[N:47])=[O:40]. Product: [CH3:10][C:11]1([CH3:36])[O:24][C:14]2([CH2:25][NH:26][C:27]([CH:29]3[CH2:30][CH2:31][CH:32]([NH:35][CH2:38][C:39]([N:41]4[CH2:45][CH2:44][CH2:43][CH:42]4[C:46]#[N:47])=[O:40])[CH2:33][CH2:34]3)=[O:28])[O:15][CH2:16][CH:17]3[O:21][C:20]([CH3:22])([CH3:23])[O:19][CH:18]3[CH:13]2[O:12]1. The catalyst class is: 9.